From a dataset of NCI-60 drug combinations with 297,098 pairs across 59 cell lines. Regression. Given two drug SMILES strings and cell line genomic features, predict the synergy score measuring deviation from expected non-interaction effect. Drug 1: C1CC(=O)NC(=O)C1N2CC3=C(C2=O)C=CC=C3N. Drug 2: CN(CCCl)CCCl.Cl. Cell line: BT-549. Synergy scores: CSS=7.12, Synergy_ZIP=-2.61, Synergy_Bliss=-1.81, Synergy_Loewe=-3.13, Synergy_HSA=-3.08.